This data is from Drug-target binding data from BindingDB using IC50 measurements. The task is: Regression. Given a target protein amino acid sequence and a drug SMILES string, predict the binding affinity score between them. We predict pIC50 (pIC50 = -log10(IC50 in M); higher means more potent). Dataset: bindingdb_ic50. The target protein sequence is MSNKCDVVVVGGGISGMAAAKLLHDSGLNVVVLEARDHVGGRTYTLRNQKVKYVDLGGSYVGPTQNRILRLAKELGLETYKVNEVERLIHHVKGKSYPFRGPFPPVWNPITYLDHNNFWRTMDDMGREIQSDAPWKAPLAEEWDNMTMKELLDKLCWTESAKQLATLFVNLCVTAETHEVSALWFLWYVKQCGGTTRIISTTNGGQERKFVGGSGQVSERIMDLLGDRVKLERPVIYIDQTRENVLVETLNHEMYEAKYVISAIPPTLGMKIHFNPPLPMMRNQMITRVPLGSVIKCIVYYKEPFWRKKDYCGTMIIDGEEAPVAYTLDDTKPEGNYAAIMGFILAHKARKLARLTKEERLKKLCELYAKVLGSLEALEPVHYEEKNWCEEQYSGGCYTTYFPPGILTQYGRVLRQPVDRIYFAGTETATHWSGYMEGAVEAGERAAREILHAMGKIPEDEIWQSEPESVDVPAQPITTTFLERHLPSVPGLLRLIGLTT.... The compound is O=C1C=CC(=O)c2ccccc21. The pIC50 is 5.1.